This data is from Forward reaction prediction with 1.9M reactions from USPTO patents (1976-2016). The task is: Predict the product of the given reaction. (1) Given the reactants [OH:1][CH:2]1[CH2:7][CH2:6][CH2:5][N:4]([C:8]([O:10][C:11]([CH3:14])([CH3:13])[CH3:12])=[O:9])[CH2:3]1.C(N(CC)CC)C.[CH3:22][S:23](Cl)(=[O:25])=[O:24], predict the reaction product. The product is: [CH3:22][S:23]([O:1][CH:2]1[CH2:7][CH2:6][CH2:5][N:4]([C:8]([O:10][C:11]([CH3:14])([CH3:13])[CH3:12])=[O:9])[CH2:3]1)(=[O:25])=[O:24]. (2) The product is: [CH3:22][O:23][CH2:24][O:1][C:2]1[CH:7]=[CH:6][C:5]([C:8](=[O:10])[CH3:9])=[CH:4][C:3]=1[O:11][C:12]([F:13])([F:14])[F:15]. Given the reactants [OH:1][C:2]1[CH:7]=[CH:6][C:5]([C:8](=[O:10])[CH3:9])=[CH:4][C:3]=1[O:11][C:12]([F:15])([F:14])[F:13].C(=O)([O-])[O-].[K+].[K+].[CH3:22][O:23][CH2:24]Cl.O, predict the reaction product.